From a dataset of Peptide-MHC class II binding affinity with 134,281 pairs from IEDB. Regression. Given a peptide amino acid sequence and an MHC pseudo amino acid sequence, predict their binding affinity value. This is MHC class II binding data. (1) The peptide sequence is EKKYFAATQFVPLAA. The MHC is HLA-DQA10501-DQB10301 with pseudo-sequence HLA-DQA10501-DQB10301. The binding affinity (normalized) is 0.364. (2) The peptide sequence is AAATAGTTVWGAFAA. The MHC is HLA-DQA10401-DQB10402 with pseudo-sequence HLA-DQA10401-DQB10402. The binding affinity (normalized) is 0.412. (3) The peptide sequence is TPFSLAEGIVLASAA. The MHC is HLA-DQA10601-DQB10402 with pseudo-sequence HLA-DQA10601-DQB10402. The binding affinity (normalized) is 0. (4) The peptide sequence is FILATDIAEMGANLC. The MHC is DRB1_0701 with pseudo-sequence DRB1_0701. The binding affinity (normalized) is 0.454. (5) The peptide sequence is TKPSLFKVRNGGEIG. The MHC is HLA-DQA10201-DQB10301 with pseudo-sequence HLA-DQA10201-DQB10301. The binding affinity (normalized) is 0. (6) The peptide sequence is AVKPAAEEVKVIPAG. The MHC is HLA-DQA10501-DQB10201 with pseudo-sequence HLA-DQA10501-DQB10201. The binding affinity (normalized) is 0.272. (7) The peptide sequence is TATELNNALQNLART. The MHC is HLA-DQA10401-DQB10402 with pseudo-sequence HLA-DQA10401-DQB10402. The binding affinity (normalized) is 0.276. (8) The MHC is DRB1_0802 with pseudo-sequence DRB1_0802. The peptide sequence is ILFLVKMNALRRLPV. The binding affinity (normalized) is 0.728. (9) The peptide sequence is FAVATITHAAELQRV. The MHC is DRB1_1001 with pseudo-sequence DRB1_1001. The binding affinity (normalized) is 0.755. (10) The peptide sequence is SDSRALARRFHFDMNIEVIS. The MHC is HLA-DQA10301-DQB10302 with pseudo-sequence HLA-DQA10301-DQB10302. The binding affinity (normalized) is 0.149.